Dataset: NCI-60 drug combinations with 297,098 pairs across 59 cell lines. Task: Regression. Given two drug SMILES strings and cell line genomic features, predict the synergy score measuring deviation from expected non-interaction effect. (1) Cell line: U251. Synergy scores: CSS=7.24, Synergy_ZIP=-5.65, Synergy_Bliss=-7.40, Synergy_Loewe=-17.9, Synergy_HSA=-5.94. Drug 2: N.N.Cl[Pt+2]Cl. Drug 1: CNC(=O)C1=CC=CC=C1SC2=CC3=C(C=C2)C(=NN3)C=CC4=CC=CC=N4. (2) Drug 1: C1CN1P(=S)(N2CC2)N3CC3. Drug 2: CC1=C(C=C(C=C1)C(=O)NC2=CC(=CC(=C2)C(F)(F)F)N3C=C(N=C3)C)NC4=NC=CC(=N4)C5=CN=CC=C5. Cell line: SN12C. Synergy scores: CSS=10.4, Synergy_ZIP=0.811, Synergy_Bliss=2.70, Synergy_Loewe=-3.15, Synergy_HSA=-0.719. (3) Drug 2: B(C(CC(C)C)NC(=O)C(CC1=CC=CC=C1)NC(=O)C2=NC=CN=C2)(O)O. Drug 1: C(=O)(N)NO. Synergy scores: CSS=17.8, Synergy_ZIP=5.13, Synergy_Bliss=0.327, Synergy_Loewe=-51.0, Synergy_HSA=0.346. Cell line: A498. (4) Drug 1: C1=NC2=C(N1)C(=S)N=C(N2)N. Drug 2: C1=NC2=C(N=C(N=C2N1C3C(C(C(O3)CO)O)O)F)N. Cell line: MDA-MB-231. Synergy scores: CSS=26.8, Synergy_ZIP=-8.95, Synergy_Bliss=-8.64, Synergy_Loewe=-13.0, Synergy_HSA=-7.52. (5) Synergy scores: CSS=79.8, Synergy_ZIP=0.968, Synergy_Bliss=-1.54, Synergy_Loewe=-3.38, Synergy_HSA=0.563. Cell line: RPMI-8226. Drug 1: CC12CCC3C(C1CCC2=O)CC(=C)C4=CC(=O)C=CC34C. Drug 2: C1CC(C1)(C(=O)O)C(=O)O.[NH2-].[NH2-].[Pt+2]. (6) Drug 1: CCC1(CC2CC(C3=C(CCN(C2)C1)C4=CC=CC=C4N3)(C5=C(C=C6C(=C5)C78CCN9C7C(C=CC9)(C(C(C8N6C)(C(=O)OC)O)OC(=O)C)CC)OC)C(=O)OC)O.OS(=O)(=O)O. Drug 2: C1CC(=O)NC(=O)C1N2C(=O)C3=CC=CC=C3C2=O. Cell line: SNB-75. Synergy scores: CSS=8.39, Synergy_ZIP=-3.49, Synergy_Bliss=-3.41, Synergy_Loewe=-72.4, Synergy_HSA=-3.44. (7) Drug 1: C1CC(C1)(C(=O)O)C(=O)O.[NH2-].[NH2-].[Pt+2]. Drug 2: CN1C(=O)N2C=NC(=C2N=N1)C(=O)N. Cell line: HOP-62. Synergy scores: CSS=1.10, Synergy_ZIP=5.40, Synergy_Bliss=3.53, Synergy_Loewe=-4.21, Synergy_HSA=-3.20. (8) Drug 1: C1=NC2=C(N=C(N=C2N1C3C(C(C(O3)CO)O)F)Cl)N. Drug 2: CC1CCC2CC(C(=CC=CC=CC(CC(C(=O)C(C(C(=CC(C(=O)CC(OC(=O)C3CCCCN3C(=O)C(=O)C1(O2)O)C(C)CC4CCC(C(C4)OC)O)C)C)O)OC)C)C)C)OC. Cell line: EKVX. Synergy scores: CSS=10.8, Synergy_ZIP=-2.68, Synergy_Bliss=1.54, Synergy_Loewe=-0.338, Synergy_HSA=1.62. (9) Drug 1: CC1=C(C=C(C=C1)NC2=NC=CC(=N2)N(C)C3=CC4=NN(C(=C4C=C3)C)C)S(=O)(=O)N.Cl. Drug 2: CC(CN1CC(=O)NC(=O)C1)N2CC(=O)NC(=O)C2. Cell line: HT29. Synergy scores: CSS=37.9, Synergy_ZIP=4.17, Synergy_Bliss=6.59, Synergy_Loewe=1.88, Synergy_HSA=4.50.